From a dataset of Full USPTO retrosynthesis dataset with 1.9M reactions from patents (1976-2016). Predict the reactants needed to synthesize the given product. (1) Given the product [C:21]([O:20][C:18]([C:14]1[CH:13]=[C:12]([C:4]2[N:3]=[C:2]([NH:1][C:38]([C:35]3([C:33]4[CH:32]=[CH:31][C:29]5[O:30][C:26]([F:41])([F:25])[O:27][C:28]=5[CH:34]=4)[CH2:37][CH2:36]3)=[O:39])[CH:11]=[CH:10][C:5]=2[C:6]([O:8][CH3:9])=[O:7])[CH:17]=[CH:16][CH:15]=1)=[O:19])([CH3:24])([CH3:23])[CH3:22], predict the reactants needed to synthesize it. The reactants are: [NH2:1][C:2]1[CH:11]=[CH:10][C:5]([C:6]([O:8][CH3:9])=[O:7])=[C:4]([C:12]2[CH:17]=[CH:16][CH:15]=[C:14]([C:18]([O:20][C:21]([CH3:24])([CH3:23])[CH3:22])=[O:19])[CH:13]=2)[N:3]=1.[F:25][C:26]1([F:41])[O:30][C:29]2[CH:31]=[CH:32][C:33]([C:35]3([C:38](Cl)=[O:39])[CH2:37][CH2:36]3)=[CH:34][C:28]=2[O:27]1. (2) Given the product [CH:1]1([CH:7]([NH:23][C:24]2[CH:25]=[CH:26][C:27]([C:28]([O:30][CH3:31])=[O:29])=[CH:32][CH:33]=2)[C:9]2[S:17][C:16]3[C:11](=[N:12][CH:13]=[C:14]([C:18]([F:21])([F:20])[F:19])[CH:15]=3)[C:10]=2[CH3:22])[CH2:6][CH2:5][CH2:4][CH2:3][CH2:2]1, predict the reactants needed to synthesize it. The reactants are: [CH:1]1([C:7]([C:9]2[S:17][C:16]3[C:11](=[N:12][CH:13]=[C:14]([C:18]([F:21])([F:20])[F:19])[CH:15]=3)[C:10]=2[CH3:22])=O)[CH2:6][CH2:5][CH2:4][CH2:3][CH2:2]1.[NH2:23][C:24]1[CH:33]=[CH:32][C:27]([C:28]([O:30][CH3:31])=[O:29])=[CH:26][CH:25]=1.C(=O)([O-])O.[Na+].C([BH3-])#N.[Na+]. (3) Given the product [CH2:6]([O:5][CH2:1][CH2:2][CH:3]1[CH2:4][O:21]1)[C:7]1[CH:12]=[CH:11][CH:10]=[CH:9][CH:8]=1, predict the reactants needed to synthesize it. The reactants are: [CH2:1]([O:5][CH2:6][C:7]1[CH:12]=[CH:11][CH:10]=[CH:9][CH:8]=1)[CH2:2][CH:3]=[CH2:4].ClC1C=CC=C(C(OO)=[O:21])C=1.O. (4) Given the product [NH2:8][C:9]1[S:10][C@:11]2([C:37]([NH:54][C:51]([CH3:53])([CH3:52])[CH2:50][F:49])=[O:38])[C@H:13]([C@:14]([C:17]3[CH:22]=[C:21]([NH:23][C:24]([C:26]4[CH:31]=[N:30][C:29]([O:32][CH2:33][C:34]#[CH:35])=[CH:28][N:27]=4)=[O:25])[CH:20]=[CH:19][C:18]=3[F:36])([CH3:16])[N:15]=1)[CH2:12]2, predict the reactants needed to synthesize it. The reactants are: C(OC([N:8](COCC[Si](C)(C)C)[C:9]1[S:10][C@:11]2([C:37](O)=[O:38])[C@H:13]([C@:14]([C:17]3[CH:22]=[C:21]([NH:23][C:24]([C:26]4[CH:31]=[N:30][C:29]([O:32][CH2:33][C:34]#[CH:35])=[CH:28][N:27]=4)=[O:25])[CH:20]=[CH:19][C:18]=3[F:36])([CH3:16])[N:15]=1)[CH2:12]2)=O)(C)(C)C.Cl.[F:49][CH2:50][C:51]([NH2:54])([CH3:53])[CH3:52]. (5) Given the product [CH3:41][O:40][C:37]1[CH:38]=[CH:39][C:34]([O:33][C:31](=[O:32])[N:14]([C@@H:13]2[C@@H:9]([C:4]3[CH:5]=[CH:6][C:7]([Cl:8])=[C:2]([Cl:1])[CH:3]=3)[CH2:10][N:11]([C:16]([CH:18]3[CH2:19][CH2:20][N:21]([C:24]([C:26]4([CH3:29])[CH2:28][CH2:27]4)=[O:25])[CH2:22][CH2:23]3)=[O:17])[CH2:12]2)[CH3:15])=[CH:35][CH:36]=1, predict the reactants needed to synthesize it. The reactants are: [Cl:1][C:2]1[CH:3]=[C:4]([C@@H:9]2[C@@H:13]([NH:14][CH3:15])[CH2:12][N:11]([C:16]([CH:18]3[CH2:23][CH2:22][N:21]([C:24]([C:26]4([CH3:29])[CH2:28][CH2:27]4)=[O:25])[CH2:20][CH2:19]3)=[O:17])[CH2:10]2)[CH:5]=[CH:6][C:7]=1[Cl:8].Cl[C:31]([O:33][C:34]1[CH:39]=[CH:38][C:37]([O:40][CH3:41])=[CH:36][CH:35]=1)=[O:32].